From a dataset of Full USPTO retrosynthesis dataset with 1.9M reactions from patents (1976-2016). Predict the reactants needed to synthesize the given product. (1) Given the product [C:32]([O:31][C:29]([N:15]1[CH2:14][CH2:13][C:12]([NH:11][C:7]2[CH:8]=[CH:9][CH:10]=[C:5]([N+:2]([O-:4])=[O:3])[CH:6]=2)([C:18]([O:20][CH3:21])=[O:19])[CH2:17][CH2:16]1)=[O:30])([CH3:35])([CH3:34])[CH3:33], predict the reactants needed to synthesize it. The reactants are: Cl.[N+:2]([C:5]1[CH:6]=[C:7]([NH:11][C:12]2([C:18]([O:20][CH3:21])=[O:19])[CH2:17][CH2:16][NH:15][CH2:14][CH2:13]2)[CH:8]=[CH:9][CH:10]=1)([O-:4])=[O:3].C(N(CC)CC)C.[C:29](O[C:29]([O:31][C:32]([CH3:35])([CH3:34])[CH3:33])=[O:30])([O:31][C:32]([CH3:35])([CH3:34])[CH3:33])=[O:30]. (2) The reactants are: [H-].[Na+].[NH2:3][C:4]1[C:9]([CH3:10])=[CH:8][C:7]([OH:11])=[CH:6][C:5]=1[CH3:12].Cl[C:14]1[CH:15]=[CH:16][C:17]([N+:29]([O-:31])=[O:30])=[C:18]([N:20]([CH3:28])[C:21](=[O:27])[O:22][C:23]([CH3:26])([CH3:25])[CH3:24])[CH:19]=1. Given the product [NH2:3][C:4]1[C:9]([CH3:10])=[CH:8][C:7]([O:11][C:14]2[CH:15]=[CH:16][C:17]([N+:29]([O-:31])=[O:30])=[C:18]([N:20]([CH3:28])[C:21](=[O:27])[O:22][C:23]([CH3:24])([CH3:25])[CH3:26])[CH:19]=2)=[CH:6][C:5]=1[CH3:12], predict the reactants needed to synthesize it. (3) The reactants are: [NH2:1][C:2]1[C:3]([C:12]([NH:14][C@@H:15]([CH:24]2[CH2:29][CH2:28][CH2:27][CH2:26][CH2:25]2)[CH2:16][C:17]([O:19][C:20]([CH3:23])([CH3:22])[CH3:21])=[O:18])=[O:13])=[CH:4][C:5]2[C:10]([CH:11]=1)=[CH:9][CH:8]=[CH:7][CH:6]=2.[N:30]([C:33]1[C:38]([CH3:39])=[CH:37][C:36]([CH3:40])=[CH:35][C:34]=1[CH3:41])=[C:31]=[O:32]. Given the product [CH:24]1([C@H:15]([NH:14][C:12]([C:3]2[C:2]([NH:1][C:31]([NH:30][C:33]3[C:34]([CH3:41])=[CH:35][C:36]([CH3:40])=[CH:37][C:38]=3[CH3:39])=[O:32])=[CH:11][C:10]3[C:5](=[CH:6][CH:7]=[CH:8][CH:9]=3)[CH:4]=2)=[O:13])[CH2:16][C:17]([O:19][C:20]([CH3:22])([CH3:23])[CH3:21])=[O:18])[CH2:25][CH2:26][CH2:27][CH2:28][CH2:29]1, predict the reactants needed to synthesize it. (4) Given the product [F:20][C:17]1[CH:18]=[CH:19][C:14]([CH2:13][N:8]2[CH:7]=[CH:6][C:5]3[C:10](=[CH:11][C:2]([C:29]#[C:28][CH2:27][C:21]4[CH:26]=[CH:25][CH:24]=[CH:23][CH:22]=4)=[CH:3][CH:4]=3)[C:9]2=[O:12])=[CH:15][CH:16]=1, predict the reactants needed to synthesize it. The reactants are: Br[C:2]1[CH:11]=[C:10]2[C:5]([CH:6]=[CH:7][N:8]([CH2:13][C:14]3[CH:19]=[CH:18][C:17]([F:20])=[CH:16][CH:15]=3)[C:9]2=[O:12])=[CH:4][CH:3]=1.[C:21]1([CH2:27][C:28]#[CH:29])[CH:26]=[CH:25][CH:24]=[CH:23][CH:22]=1.C(N(CC)CC)C. (5) Given the product [OH:12][C@@:13]([C@H:22]1[O:27][CH2:26][CH2:25][N:24]([C:2]2[CH:7]=[CH:6][CH:5]=[C:4]([C:8]([F:11])([F:10])[F:9])[N:3]=2)[C:23]1=[O:28])([CH3:21])[C:14]([O:16][C:17]([CH3:18])([CH3:19])[CH3:20])=[O:15], predict the reactants needed to synthesize it. The reactants are: I[C:2]1[CH:7]=[CH:6][CH:5]=[C:4]([C:8]([F:11])([F:10])[F:9])[N:3]=1.[OH:12][C@@:13]([C@H:22]1[O:27][CH2:26][CH2:25][NH:24][C:23]1=[O:28])([CH3:21])[C:14]([O:16][C:17]([CH3:20])([CH3:19])[CH3:18])=[O:15].BrC1C=CC(=O)N(C(F)F)C=1.NC1C=CNN=1. (6) Given the product [Br:1][C:2]1[CH:12]=[CH:11][C:5]2[O:6][C:7]3[C:8](=[O:9])[NH:10][C:16]([CH2:17][NH:27][CH2:26][C:25]4[CH:28]=[CH:29][CH:30]=[C:23]([O:22][CH3:21])[CH:24]=4)=[N:14][C:13]=3[C:4]=2[CH:3]=1, predict the reactants needed to synthesize it. The reactants are: [Br:1][C:2]1[CH:12]=[CH:11][C:5]([O:6][CH2:7][C:8]([NH2:10])=[O:9])=[C:4]([C:13]#[N:14])[CH:3]=1.N1CCC[CH2:17][CH2:16]1.[CH3:21][O:22][C:23]1[CH:24]=[C:25]([CH:28]=[CH:29][CH:30]=1)[CH2:26][NH2:27]. (7) Given the product [CH3:26][O:25][CH2:24][CH2:23][O:1][C:2]1[CH:3]=[C:4]([CH:19]=[CH:20][CH:21]=1)[O:5][CH:6]1[CH2:11][CH2:10][N:9]([C:12]([O:14][C:15]([CH3:18])([CH3:16])[CH3:17])=[O:13])[CH2:8][CH2:7]1, predict the reactants needed to synthesize it. The reactants are: [OH:1][C:2]1[CH:3]=[C:4]([CH:19]=[CH:20][CH:21]=1)[O:5][CH:6]1[CH2:11][CH2:10][N:9]([C:12]([O:14][C:15]([CH3:18])([CH3:17])[CH3:16])=[O:13])[CH2:8][CH2:7]1.Br[CH2:23][CH2:24][O:25][CH3:26].